This data is from Catalyst prediction with 721,799 reactions and 888 catalyst types from USPTO. The task is: Predict which catalyst facilitates the given reaction. (1) Reactant: [CH:1]([C:4]1[C:12]([C:13](=[O:16])[CH2:14][CH3:15])=[C:7]2[CH:8]=[CH:9][CH:10]=[CH:11][N:6]2[N:5]=1)([CH3:3])[CH3:2].[C:17]([O-:20])(=[O:19])[CH3:18].[K+].C(OCC)(=O)C.O. Product: [C:17]([O:20][CH:14]([CH3:15])[C:13]([C:12]1[C:4]([CH:1]([CH3:3])[CH3:2])=[N:5][N:6]2[CH:11]=[CH:10][CH:9]=[CH:8][C:7]=12)=[O:16])(=[O:19])[CH3:18]. The catalyst class is: 3. (2) Reactant: [CH3:1][O:2][C:3]1[CH:11]=[CH:10][C:6]([C:7](Cl)=[O:8])=[CH:5][C:4]=1[N+:12]([O-:14])=[O:13].[NH2:15][C:16]1[CH:21]=[CH:20][CH:19]=[CH:18][N:17]=1.CCN(C(C)C)C(C)C. Product: [CH3:1][O:2][C:3]1[CH:11]=[CH:10][C:6]([C:7]([NH:15][C:16]2[CH:21]=[CH:20][CH:19]=[CH:18][N:17]=2)=[O:8])=[CH:5][C:4]=1[N+:12]([O-:14])=[O:13]. The catalyst class is: 4. (3) Reactant: [C:1]1([CH2:11][C:12]([NH:14][C:15]2[N:16]=[CH:17][N:18]([C@H:20]3[CH2:23][C@H:22](OS(C4C=CC(C)=CC=4)(=O)=O)[CH2:21]3)[CH:19]=2)=[O:13])[C:10]2[C:5](=[CH:6][CH:7]=[CH:8][CH:9]=2)[CH:4]=[CH:3][CH:2]=1.[N-:35]=[N+:36]=[N-:37].[Na+].C(Cl)(Cl)Cl. Product: [N:35]([C@@H:22]1[CH2:23][C@H:20]([N:18]2[CH:19]=[C:15]([NH:14][C:12](=[O:13])[CH2:11][C:1]3[C:10]4[C:5](=[CH:6][CH:7]=[CH:8][CH:9]=4)[CH:4]=[CH:3][CH:2]=3)[N:16]=[CH:17]2)[CH2:21]1)=[N+:36]=[N-:37]. The catalyst class is: 40. (4) Reactant: CN(C)CCCN=C=NCC.[O:12]1[CH:16]=[CH:15][CH:14]=[C:13]1[C:17]([OH:19])=O.[NH2:20][C@@H:21]([CH2:43][CH:44]1[CH2:49][CH2:48][CH2:47][CH2:46][CH2:45]1)[C:22]([NH:24][C@H:25]1[CH2:31][CH2:30][C@@H:29]([CH3:32])[N:28]([S:33]([C:36]2[CH:41]=[CH:40][CH:39]=[CH:38][N:37]=2)(=[O:35])=[O:34])[CH2:27][C@@H:26]1[OH:42])=[O:23].C(N(C(C)C)CC)(C)C.OC1C2N=NNC=2C=CC=1. Product: [CH:44]1([CH2:43][C@H:21]([NH:20][C:17]([C:13]2[O:12][CH:16]=[CH:15][CH:14]=2)=[O:19])[C:22](=[O:23])[NH:24][C@H:25]2[CH2:31][CH2:30][C@@H:29]([CH3:32])[N:28]([S:33]([C:36]3[CH:41]=[CH:40][CH:39]=[CH:38][N:37]=3)(=[O:35])=[O:34])[CH2:27][C:26]2=[O:42])[CH2:49][CH2:48][CH2:47][CH2:46][CH2:45]1. The catalyst class is: 31.